This data is from Catalyst prediction with 721,799 reactions and 888 catalyst types from USPTO. The task is: Predict which catalyst facilitates the given reaction. Product: [Cl:1][C:2]1[CH:3]=[CH:4][C:5]([S:8]([C:11]2([C:22]3[CH:27]=[C:26]([F:28])[CH:25]=[CH:24][C:23]=3[F:29])[CH2:16][CH2:15][CH:14]([CH2:17][S:18]([CH3:21])(=[O:20])=[O:19])[CH2:13][CH2:12]2)(=[O:9])=[O:10])=[CH:6][CH:7]=1. The catalyst class is: 7. Reactant: [Cl:1][C:2]1[CH:7]=[CH:6][C:5]([S:8]([C:11]2([C:22]3[CH:27]=[C:26]([F:28])[CH:25]=[CH:24][C:23]=3[F:29])[CH2:16][CH2:15][C:14](=[CH:17][S:18]([CH3:21])(=[O:20])=[O:19])[CH2:13][CH2:12]2)(=[O:10])=[O:9])=[CH:4][CH:3]=1.CCC(C)[BH-](C(C)CC)C(C)CC.[Li+].